Task: Predict which catalyst facilitates the given reaction.. Dataset: Catalyst prediction with 721,799 reactions and 888 catalyst types from USPTO (1) Product: [Cl:1][C:2]1[CH:17]=[C:16]([Cl:18])[CH:15]=[CH:14][C:3]=1[O:4][C:5]1[CH:6]=[CH:7][C:8]([NH2:11])=[CH:9][CH:10]=1. Reactant: [Cl:1][C:2]1[CH:17]=[C:16]([Cl:18])[CH:15]=[CH:14][C:3]=1[O:4][C:5]1[CH:10]=[CH:9][C:8]([N+:11]([O-])=O)=[CH:7][CH:6]=1. The catalyst class is: 5. (2) Reactant: [CH3:1][C:2]1[N:7]=[C:6]([CH:8]=[O:9])[CH:5]=[CH:4][C:3]=1[N+:10]([O-:12])=[O:11].[BH4-].[Na+]. Product: [CH3:1][C:2]1[N:7]=[C:6]([CH2:8][OH:9])[CH:5]=[CH:4][C:3]=1[N+:10]([O-:12])=[O:11]. The catalyst class is: 8. (3) Reactant: C([O:3][C:4]([C:6]1[N:10]2[N:11]=[C:12]([NH:15][CH2:16][C:17]3[CH:22]=[CH:21][C:20]([Cl:23])=[C:19]([Cl:24])[CH:18]=3)[CH:13]=[CH:14][C:9]2=[N:8][CH:7]=1)=[O:5])C.Cl. Product: [ClH:23].[Cl:24][C:19]1[CH:18]=[C:17]([CH:22]=[CH:21][C:20]=1[Cl:23])[CH2:16][NH:15][C:12]1[CH:13]=[CH:14][C:9]2[N:10]([C:6]([C:4]([OH:5])=[O:3])=[CH:7][N:8]=2)[N:11]=1. The catalyst class is: 15. (4) Reactant: [C:1]([OH:10])(=[O:9])[CH2:2][CH2:3][CH2:4][CH2:5][C:6]([OH:8])=[O:7].C([O-])(=O)C.[Na+:15]. Product: [C:1]([OH:10])(=[O:9])[CH2:2][CH2:3][CH2:4][CH2:5][C:6]([O-:8])=[O:7].[Na+:15]. The catalyst class is: 15. (5) Reactant: [CH2:1]([N:4]1[CH2:10][CH2:9][CH2:8][CH2:7][C:6]([CH2:25][CH3:26])([C:11]2[CH:16]=[CH:15][CH:14]=[C:13]([O:17][CH2:18][C:19]3[CH:24]=[CH:23][CH:22]=[CH:21][CH:20]=3)[CH:12]=2)[C:5]1=[O:27])[CH:2]=C.[O:28]=[O+][O-].[BH4-].[Na+]. Product: [CH2:25]([C:6]1([C:11]2[CH:16]=[CH:15][CH:14]=[C:13]([O:17][CH2:18][C:19]3[CH:20]=[CH:21][CH:22]=[CH:23][CH:24]=3)[CH:12]=2)[CH2:7][CH2:8][CH2:9][CH2:10][N:4]([CH2:1][CH2:2][OH:28])[C:5]1=[O:27])[CH3:26]. The catalyst class is: 5. (6) Reactant: [CH3:1][C:2]([S:9][C:10]1[N:14]([C:15]2[C:24]3[C:19](=[CH:20][CH:21]=[CH:22][CH:23]=3)[CH:18]=[CH:17][CH:16]=2)[N:13]=[CH:12][CH:11]=1)([CH3:8])[C:3]([O:5]CC)=[O:4].[OH-].[Na+]. Product: [CH3:8][C:2]([S:9][C:10]1[N:14]([C:15]2[C:24]3[C:19](=[CH:20][CH:21]=[CH:22][CH:23]=3)[CH:18]=[CH:17][CH:16]=2)[N:13]=[CH:12][CH:11]=1)([CH3:1])[C:3]([OH:5])=[O:4]. The catalyst class is: 5. (7) Reactant: [CH3:1][O:2][C:3](=[O:15])[C:4]1[CH:9]=[CH:8][C:7]([N+:10]([O-])=O)=[C:6]([O:13][CH3:14])[CH:5]=1. Product: [CH3:1][O:2][C:3](=[O:15])[C:4]1[CH:9]=[CH:8][C:7]([NH2:10])=[C:6]([O:13][CH3:14])[CH:5]=1. The catalyst class is: 78. (8) Reactant: [ClH:1].[CH2:2]([N:5]1[C:13]2[CH:12]=[CH:11][C:10]([C:14]([N:16]3[CH2:21][CH2:20][CH:19]([CH3:22])[CH2:18][CH2:17]3)=[O:15])=[CH:9][C:8]=2[C:7]2[CH2:23][N:24](C(OC(C)(C)C)=O)[CH2:25][CH2:26][C:6]1=2)[CH:3]=[CH2:4]. Product: [CH2:2]([N:5]1[C:13]2[CH:12]=[CH:11][C:10]([C:14]([N:16]3[CH2:21][CH2:20][CH:19]([CH3:22])[CH2:18][CH2:17]3)=[O:15])=[CH:9][C:8]=2[C:7]2[CH2:23][NH:24][CH2:25][CH2:26][C:6]1=2)[CH:3]=[CH2:4].[ClH:1]. The catalyst class is: 13.